From a dataset of Forward reaction prediction with 1.9M reactions from USPTO patents (1976-2016). Predict the product of the given reaction. (1) The product is: [CH2:17]([CH:16]1[C:5]2[NH:6][C:7]3[C:12](=[CH:11][CH:10]=[CH:9][CH:8]=3)[C:4]=2[CH2:3][CH:2]([C:13]([OH:15])=[O:14])[NH:1]1)[CH2:18][CH3:19]. Given the reactants [NH2:1][C@H:2]([C:13]([OH:15])=[O:14])[CH2:3][C:4]1[C:12]2[C:7](=[CH:8][CH:9]=[CH:10][CH:11]=2)[NH:6][CH:5]=1.[CH:16](=O)[CH2:17][CH2:18][CH3:19], predict the reaction product. (2) The product is: [Br:1][C:2]1[S:6][C:5]2[C:7]([OH:9])=[C:13]([C:14]([O:16][CH2:17][CH3:18])=[O:15])[C:12](=[O:19])[N:11]([CH3:20])[C:4]=2[C:3]=1[CH3:21]. Given the reactants [Br:1][C:2]1[S:6][C:5]([C:7]([O:9]C)=O)=[C:4]([N:11]([CH3:20])[C:12](=[O:19])[CH2:13][C:14]([O:16][CH2:17][CH3:18])=[O:15])[C:3]=1[CH3:21].BrC1SC(C(OC)=O)=C(NC)C=1C.CCN(C(C)C)C(C)C.ClC(=O)CC(OCC)=O, predict the reaction product. (3) Given the reactants C(OC([NH:8][CH2:9][CH2:10][C:11]1[CH:12]=[N+:13]([O-:18])[CH:14]=[C:15]([Cl:17])[CH:16]=1)=O)(C)(C)C.C(O)(C(F)(F)F)=O, predict the reaction product. The product is: [NH2:8][CH2:9][CH2:10][C:11]1[CH:12]=[N+:13]([O-:18])[CH:14]=[C:15]([Cl:17])[CH:16]=1. (4) Given the reactants [NH2:1][C:2]([CH3:27])([CH3:26])[CH2:3][NH:4][C:5]1[C:14]2[C:9](=[CH:10][C:11]([O:15][CH2:16][C:17]3[CH:22]=[CH:21][CH:20]=[CH:19][CH:18]=3)=[CH:12][CH:13]=2)[N:8]=[CH:7][C:6]=1[N+:23]([O-:25])=[O:24].[OH-].[Na+].[C:30](O[C:30]([O:32][C:33]([CH3:36])([CH3:35])[CH3:34])=[O:31])([O:32][C:33]([CH3:36])([CH3:35])[CH3:34])=[O:31], predict the reaction product. The product is: [C:33]([O:32][C:30](=[O:31])[NH:1][C:2]([CH3:27])([CH3:26])[CH2:3][NH:4][C:5]1[C:14]2[C:9](=[CH:10][C:11]([O:15][CH2:16][C:17]3[CH:22]=[CH:21][CH:20]=[CH:19][CH:18]=3)=[CH:12][CH:13]=2)[N:8]=[CH:7][C:6]=1[N+:23]([O-:25])=[O:24])([CH3:36])([CH3:35])[CH3:34].